Dataset: Forward reaction prediction with 1.9M reactions from USPTO patents (1976-2016). Task: Predict the product of the given reaction. (1) Given the reactants C(OC(=O)[NH:10][CH:11]1[CH2:16][CH2:15][CH:14]([OH:17])[C:13]([CH3:19])([CH3:18])[CH2:12]1)C1C=CC=CC=1.C(Cl)Cl, predict the reaction product. The product is: [NH2:10][CH:11]1[CH2:16][CH2:15][CH:14]([OH:17])[C:13]([CH3:19])([CH3:18])[CH2:12]1. (2) Given the reactants [F-].C([N+](CCCC)(CCCC)CCCC)CCC.[CH3:19][O:20][C:21]1[N:26]=[C:25]([C:27]2[CH:34]=[CH:33][C:30]([CH:31]=[O:32])=[CH:29][CH:28]=2)[CH:24]=[CH:23][CH:22]=1.[F:35][C:36]([Si](C)(C)C)([F:38])[F:37].Cl, predict the reaction product. The product is: [CH3:19][O:20][C:21]1[N:26]=[C:25]([C:27]2[CH:34]=[CH:33][C:30]([CH:31]([OH:32])[C:36]([F:38])([F:37])[F:35])=[CH:29][CH:28]=2)[CH:24]=[CH:23][CH:22]=1. (3) Given the reactants [Cl:1][C:2]1[CH:11]=[CH:10][C:5]([C:6]([O:8][CH3:9])=[O:7])=[C:4](OS(C(F)(F)F)(=O)=O)[CH:3]=1.O1CCCC1.[CH3:25][NH:26][CH3:27].C(OCC)(=O)C, predict the reaction product. The product is: [Cl:1][C:2]1[CH:11]=[CH:10][C:5]([C:6]([O:8][CH3:9])=[O:7])=[C:4]([N:26]([CH3:27])[CH3:25])[CH:3]=1. (4) The product is: [CH3:19][O:18][C:13]1([CH2:15][O:16][CH3:17])[CH2:12][CH2:11][C:10]2[C:3]3[C:2]([NH:30][C:22]4[CH:23]=[C:24]5[C:28](=[CH:29][C:21]=4[CH3:20])[NH:27][N:26]=[CH:25]5)=[N:7][CH:6]=[N:5][C:4]=3[S:8][C:9]=2[CH2:14]1. Given the reactants Cl[C:2]1[C:3]2[C:10]3[CH2:11][CH2:12][C:13]([O:18][CH3:19])([CH2:15][O:16][CH3:17])[CH2:14][C:9]=3[S:8][C:4]=2[N:5]=[CH:6][N:7]=1.[CH3:20][C:21]1[CH:29]=[C:28]2[C:24]([CH:25]=[N:26][NH:27]2)=[CH:23][C:22]=1[NH2:30], predict the reaction product. (5) The product is: [Cl:35][C:36]1[N:37]=[CH:38][N:39]=[C:40]([N:19]([CH2:18][C:15]2[CH:14]=[CH:13][C:12]([S:11][C:2]([CH3:1])([CH3:10])[C:3]([O:5][C:6]([CH3:7])([CH3:8])[CH3:9])=[O:4])=[CH:17][CH:16]=2)[CH2:20][C:21]2[S:22][CH:23]=[CH:24][N:25]=2)[CH:41]=1. Given the reactants [CH3:1][C:2]([S:11][C:12]1[CH:17]=[CH:16][C:15]([CH2:18][NH:19][CH2:20][C:21]2[S:22][CH:23]=[CH:24][N:25]=2)=[CH:14][CH:13]=1)([CH3:10])[C:3]([O:5][C:6]([CH3:9])([CH3:8])[CH3:7])=[O:4].CCN(C(C)C)C(C)C.[Cl:35][C:36]1[CH:41]=[C:40](Cl)[N:39]=[CH:38][N:37]=1, predict the reaction product. (6) Given the reactants Cl.[Cl:2][C:3]1[CH:4]=[CH:5][C:6]([S:11]([CH2:14][CH3:15])(=[O:13])=[O:12])=[C:7]([CH:10]=1)[CH2:8][NH2:9].[Cl:16][C:17]1[CH:18]=[C:19]([CH:23]=[C:24]([CH2:43][CH3:44])[C:25]=1[CH2:26][N:27]1[CH2:32][CH2:31][CH2:30][C@H:29]([N:33]([CH3:42])[C:34]([O:36][C:37]([CH2:40]C)([CH3:39])[CH3:38])=[O:35])[CH2:28]1)[C:20](O)=[O:21], predict the reaction product. The product is: [Cl:16][C:17]1[CH:18]=[C:19]([C:20](=[O:21])[NH:9][CH2:8][C:7]2[CH:10]=[C:3]([Cl:2])[CH:4]=[CH:5][C:6]=2[S:11]([CH2:14][CH3:15])(=[O:13])=[O:12])[CH:23]=[C:24]([CH2:43][CH3:44])[C:25]=1[CH2:26][N:27]1[CH2:32][CH2:31][CH2:30][C@H:29]([N:33]([CH3:42])[C:34](=[O:35])[O:36][C:37]([CH3:39])([CH3:38])[CH3:40])[CH2:28]1.